This data is from Full USPTO retrosynthesis dataset with 1.9M reactions from patents (1976-2016). The task is: Predict the reactants needed to synthesize the given product. (1) Given the product [Br:1][C:2]1[CH:3]=[C:4]([C@@H:8]([NH:10][C:17](=[O:19])[CH3:18])[CH3:9])[CH:5]=[CH:6][CH:7]=1, predict the reactants needed to synthesize it. The reactants are: [Br:1][C:2]1[CH:3]=[C:4]([C@@H:8]([NH2:10])[CH3:9])[CH:5]=[CH:6][CH:7]=1.N1C=CC=CC=1.[C:17](OC(=O)C)(=[O:19])[CH3:18]. (2) Given the product [Cl:20][C:16]1[CH:15]=[C:14]([N:10]2[CH2:9][C@@:8]3([CH2:21][C@@H:5]([C:3]([OH:4])=[O:2])[N:6]([C:22](=[O:37])[C@@H:23]([NH:28][C:29]([O:31][CH:32]4[CH2:36][CH2:35][CH2:34][CH2:33]4)=[O:30])[C:24]([CH3:27])([CH3:26])[CH3:25])[CH2:7]3)[O:12][C:11]2=[O:13])[CH:19]=[CH:18][CH:17]=1, predict the reactants needed to synthesize it. The reactants are: C[O:2][C:3]([C@@H:5]1[CH2:21][C@:8]2([O:12][C:11](=[O:13])[N:10]([C:14]3[CH:19]=[CH:18][CH:17]=[C:16]([Cl:20])[CH:15]=3)[CH2:9]2)[CH2:7][N:6]1[C:22](=[O:37])[C@@H:23]([NH:28][C:29]([O:31][CH:32]1[CH2:36][CH2:35][CH2:34][CH2:33]1)=[O:30])[C:24]([CH3:27])([CH3:26])[CH3:25])=[O:4].[Li+].[OH-].CO. (3) Given the product [Cl:1][C:2]1[CH:3]=[CH:4][C:5]([CH:8]=[CH:9][CH2:10][N:11]([CH2:12][C:13]2[CH:18]=[CH:17][C:16]([F:19])=[C:15]([F:20])[CH:14]=2)[C:33](=[O:34])[CH:32]=[CH:31][CH:30]=[CH:29][C:23]2[CH:24]=[CH:25][C:26]([Cl:28])=[CH:27][C:22]=2[Cl:21])=[CH:6][CH:7]=1, predict the reactants needed to synthesize it. The reactants are: [Cl:1][C:2]1[CH:7]=[CH:6][C:5]([CH:8]=[CH:9][CH2:10][NH:11][CH2:12][C:13]2[CH:18]=[CH:17][C:16]([F:19])=[C:15]([F:20])[CH:14]=2)=[CH:4][CH:3]=1.[Cl:21][C:22]1[CH:27]=[C:26]([Cl:28])[CH:25]=[CH:24][C:23]=1[CH:29]=[CH:30][CH:31]=[CH:32][C:33](Cl)=[O:34]. (4) Given the product [CH2:18]([O:17][C:16]1[C:11]2=[N:10][C:8]([CH3:9])=[C:4]([CH2:1][CH2:2][Cl:39])[C:5](=[O:6])[N:12]2[CH:13]=[CH:14][CH:15]=1)[C:19]1[CH:20]=[CH:21][CH:22]=[CH:23][CH:24]=1, predict the reactants needed to synthesize it. The reactants are: [C:1]([CH:4]1[CH:8]([CH3:9])O[C:5]1=[O:6])(=O)[CH3:2].[NH2:10][C:11]1[C:16]([O:17][CH2:18][C:19]2[CH:24]=[CH:23][CH:22]=[CH:21][CH:20]=2)=[CH:15][CH:14]=[CH:13][N:12]=1.O.C1(C)C=CC(S(O)(=O)=O)=CC=1.P(Cl)(Cl)([Cl:39])=O. (5) Given the product [CH2:1]([O:3][C:4]([C:6]1[N:7]=[C:8]2[CH:13]=[C:12]([CH3:14])[CH:11]=[CH:10][N:9]2[C:15]=1[C:17]1[CH:22]=[CH:21][CH:20]=[CH:19][CH:18]=1)=[O:5])[CH3:2], predict the reactants needed to synthesize it. The reactants are: [CH2:1]([O:3][C:4]([C:6]1[N:7]=[C:8]2[CH:13]=[C:12]([CH3:14])[CH:11]=[CH:10][N:9]2[C:15]=1Br)=[O:5])[CH3:2].[C:17]1(B(O)O)[CH:22]=[CH:21][CH:20]=[CH:19][CH:18]=1.C([O-])(O)=O.[Na+]. (6) The reactants are: F[P-](F)(F)(F)(F)F.[CH2:8](C1N=NN(O[P+](N(C)C)(N(C)C)N(C)C)C=1)[C:9]1C=CC=CC=1.[Cl:31][C:32]1[CH:37]=[CH:36][C:35]([C@:38]([N:46]2[C:54]3[C:49](=[C:50]([NH:55][S:56]([CH3:59])(=[O:58])=[O:57])[CH:51]=[CH:52][CH:53]=3)[CH:48]=[CH:47]2)([CH2:44][CH3:45])/[C:39](=[N:42]\[H])/[NH:40][OH:41])=[CH:34][CH:33]=1.[C:60](O)(=O)C.C(N(CC)C(C)C)(C)C. Given the product [CH3:60][CH2:59][S:56]([NH:55][C:50]1[CH:51]=[CH:52][CH:53]=[C:54]2[C:49]=1[CH:48]=[CH:47][N:46]2[C@:38]([C:35]1[CH:36]=[CH:37][C:32]([Cl:31])=[CH:33][CH:34]=1)([C:39]1[N:42]=[C:8]([CH3:9])[O:41][N:40]=1)[CH2:44][CH3:45])(=[O:58])=[O:57], predict the reactants needed to synthesize it. (7) Given the product [NH2:37][C:16]1[CH:17]=[C:18]2[C:13]([CH2:12][CH2:11][C:10](=[O:22])[N:9]2[CH3:8])=[CH:14][CH:15]=1, predict the reactants needed to synthesize it. The reactants are: C1(C)C=CC=CC=1.[CH3:8][N:9]1[C:18]2[C:13](=[CH:14][CH:15]=[C:16](C(O)=O)[CH:17]=2)[CH2:12][CH2:11][C:10]1=[O:22].C1(P([N:37]=[N+]=[N-])(C2C=CC=CC=2)=O)C=CC=CC=1.C(O)(C)(C)C.